Dataset: Forward reaction prediction with 1.9M reactions from USPTO patents (1976-2016). Task: Predict the product of the given reaction. (1) Given the reactants [CH3:1][O:2][C:3](=[O:15])[C:4]1[CH:13]=[CH:12][C:7]([C:8]([O:10][CH3:11])=[O:9])=[CH:6][C:5]=1[NH2:14].[C:16]([O:20][C:21]([NH:23][CH2:24][CH2:25][CH2:26][CH:27]([NH:31][C:32]([O:34][CH2:35][CH:36]1[C:48]2[CH:47]=[CH:46][CH:45]=[CH:44][C:43]=2[C:42]2[C:37]1=[CH:38][CH:39]=[CH:40][CH:41]=2)=[O:33])[C:28](O)=[O:29])=[O:22])([CH3:19])([CH3:18])[CH3:17].P(Cl)(Cl)(Cl)=O, predict the reaction product. The product is: [CH3:1][O:2][C:3](=[O:15])[C:4]1[CH:13]=[CH:12][C:7]([C:8]([O:10][CH3:11])=[O:9])=[CH:6][C:5]=1[NH:14][C:28](=[O:29])[CH:27]([NH:31][C:32]([O:34][CH2:35][CH:36]1[C:37]2[CH:38]=[CH:39][CH:40]=[CH:41][C:42]=2[C:43]2[C:48]1=[CH:47][CH:46]=[CH:45][CH:44]=2)=[O:33])[CH2:26][CH2:25][CH2:24][NH:23][C:21]([O:20][C:16]([CH3:19])([CH3:18])[CH3:17])=[O:22]. (2) Given the reactants BrBr.[C:3]([NH:6][C:7]1[CH:8]=[C:9]([CH:13]=[C:14]([O:16][CH3:17])[CH:15]=1)[C:10]([OH:12])=[O:11])(=[S:5])[NH2:4], predict the reaction product. The product is: [NH2:4][C:3]1[S:5][C:8]2[C:9]([C:10]([OH:12])=[O:11])=[CH:13][C:14]([O:16][CH3:17])=[CH:15][C:7]=2[N:6]=1. (3) Given the reactants [S:1]1[CH:5]=[CH:4][CH:3]=[C:2]1[C:6]1[S:7][CH:8]=[CH:9][CH:10]=1.Cl[C:12]1[N:17]=[C:16](Cl)[C:15]([CH3:19])=[CH:14][N:13]=1.[NH2:20][CH:21]1[CH2:26][C:25]([CH3:28])([CH3:27])[NH:24][C:23]([CH3:30])([CH3:29])[CH2:22]1, predict the reaction product. The product is: [S:1]1[C:5]([C:14]2[C:15]([CH3:19])=[CH:16][N:17]=[C:12]([NH:20][CH:21]3[CH2:22][C:23]([CH3:30])([CH3:29])[NH:24][C:25]([CH3:28])([CH3:27])[CH2:26]3)[N:13]=2)=[CH:4][CH:3]=[C:2]1[C:6]1[S:7][CH:8]=[CH:9][CH:10]=1. (4) Given the reactants ClC1C=CC=C(C(OO)=[O:9])C=1.[CH3:12][C:13]1[C:17]([CH2:18][S:19][CH2:20][CH2:21][C:22]2[CH:27]=[CH:26][CH:25]=[CH:24][CH:23]=2)=[C:16]([C:28]2[CH:33]=[CH:32][C:31]([C:34]3[CH:39]=[CH:38][C:37]([C:40]4([C:43]([OH:45])=[O:44])[CH2:42][CH2:41]4)=[CH:36][CH:35]=3)=[CH:30][CH:29]=2)[O:15][N:14]=1, predict the reaction product. The product is: [CH3:12][C:13]1[C:17]([CH2:18][S:19]([CH2:20][CH2:21][C:22]2[CH:23]=[CH:24][CH:25]=[CH:26][CH:27]=2)=[O:9])=[C:16]([C:28]2[CH:33]=[CH:32][C:31]([C:34]3[CH:35]=[CH:36][C:37]([C:40]4([C:43]([OH:45])=[O:44])[CH2:41][CH2:42]4)=[CH:38][CH:39]=3)=[CH:30][CH:29]=2)[O:15][N:14]=1. (5) Given the reactants [C:1]([O:5][C:6]([N:8]1[CH2:13][CH2:12][CH:11]([NH:14][CH2:15][C:16]2[C:24]3[C:23]([C:25](O)=[O:26])=[CH:22][CH:21]=[N:20][C:19]=3[NH:18][CH:17]=2)[CH2:10][CH2:9]1)=[O:7])([CH3:4])([CH3:3])[CH3:2].CN(C(ON1N=NC2C=CC=NC1=2)=[N+](C)C)C.F[P-](F)(F)(F)(F)F.N1C=CC=CC=1, predict the reaction product. The product is: [O:26]=[C:25]1[C:23]2[CH:22]=[CH:21][N:20]=[C:19]3[NH:18][CH:17]=[C:16]([C:24]=23)[CH2:15][N:14]1[CH:11]1[CH2:10][CH2:9][N:8]([C:6]([O:5][C:1]([CH3:2])([CH3:4])[CH3:3])=[O:7])[CH2:13][CH2:12]1.